From a dataset of Orexin1 receptor HTS with 218,158 compounds and 233 confirmed actives. Binary Classification. Given a drug SMILES string, predict its activity (active/inactive) in a high-throughput screening assay against a specified biological target. (1) The compound is O(C(C)(C)C)C(=O)NC(C(C)C)C(=O)N\N=C\c1cc2nccnc2cc1. The result is 0 (inactive). (2) The molecule is n12C3(N=C(N=c1[nH]c1c2cccc1)N)CCC(CC3)c1ccccc1. The result is 0 (inactive). (3) The compound is O1C(=N/C(=C/NCc2ccncc2)C1=O)c1ccccc1. The result is 0 (inactive). (4) The compound is O1C(CCC1)CN(Cc1ccc(N(C)C)cc1)C(=O)c1oc2c(c1C)cc(c(c2)C)C. The result is 0 (inactive). (5) The molecule is O=C(NC(C(CC)C)C(=O)NCc1cccnc1)C1CCC(CC1)C. The result is 0 (inactive).